Dataset: Peptide-MHC class II binding affinity with 134,281 pairs from IEDB. Task: Regression. Given a peptide amino acid sequence and an MHC pseudo amino acid sequence, predict their binding affinity value. This is MHC class II binding data. (1) The peptide sequence is TIAWFRMGGNCAIPITVMEYTECSYNKS. The MHC is DRB1_1501 with pseudo-sequence DRB1_1501. The binding affinity (normalized) is 0.527. (2) The peptide sequence is LKNCVDAKMTEEDKE. The MHC is HLA-DQA10501-DQB10301 with pseudo-sequence HLA-DQA10501-DQB10301. The binding affinity (normalized) is 0.125. (3) The MHC is HLA-DQA10102-DQB10501 with pseudo-sequence HLA-DQA10102-DQB10501. The peptide sequence is RMGERQLQKIERWFV. The binding affinity (normalized) is 0. (4) The peptide sequence is GELQIVDKIDWAFKI. The MHC is DRB1_0701 with pseudo-sequence DRB1_0701. The binding affinity (normalized) is 0.861. (5) The peptide sequence is QIDAFIANAGATADS. The MHC is HLA-DQA10101-DQB10501 with pseudo-sequence HLA-DQA10101-DQB10501. The binding affinity (normalized) is 0.140.